Dataset: Forward reaction prediction with 1.9M reactions from USPTO patents (1976-2016). Task: Predict the product of the given reaction. (1) Given the reactants CN(C=O)C.[NH2:6][C:7]1[CH:12]=[CH:11][C:10]([N:13]([C:35]2[CH:40]=[CH:39][C:38]([NH2:41])=[CH:37][CH:36]=2)[C:14]2[CH:19]=[CH:18][C:17]([N:20]([C:28]3[CH:33]=[CH:32][C:31]([NH2:34])=[CH:30][CH:29]=3)[C:21]3[CH:26]=[CH:25][C:24]([NH2:27])=[CH:23][CH:22]=3)=[CH:16][CH:15]=2)=[CH:9][CH:8]=1.[CH:42]1([CH2:48]I)[CH2:47][CH2:46][CH2:45][CH2:44][CH2:43]1.C(=O)([O-])[O-].[K+].[K+], predict the reaction product. The product is: [CH:42]1([CH2:48][N:27]([CH2:48][CH:42]2[CH2:47][CH2:46][CH2:45][CH2:44][CH2:43]2)[C:24]2[CH:25]=[CH:26][C:21]([N:20]([C:28]3[CH:33]=[CH:32][C:31]([N:34]([CH2:48][CH:42]4[CH2:47][CH2:46][CH2:45][CH2:44][CH2:43]4)[CH2:48][CH:42]4[CH2:47][CH2:46][CH2:45][CH2:44][CH2:43]4)=[CH:30][CH:29]=3)[C:17]3[CH:16]=[CH:15][C:14]([N:13]([C:10]4[CH:9]=[CH:8][C:7]([N:6]([CH2:48][CH:42]5[CH2:47][CH2:46][CH2:45][CH2:44][CH2:43]5)[CH2:48][CH:42]5[CH2:47][CH2:46][CH2:45][CH2:44][CH2:43]5)=[CH:12][CH:11]=4)[C:35]4[CH:40]=[CH:39][C:38]([N:41]([CH2:48][CH:42]5[CH2:47][CH2:46][CH2:45][CH2:44][CH2:43]5)[CH2:48][CH:42]5[CH2:47][CH2:46][CH2:45][CH2:44][CH2:43]5)=[CH:37][CH:36]=4)=[CH:19][CH:18]=3)=[CH:22][CH:23]=2)[CH2:47][CH2:46][CH2:45][CH2:44][CH2:43]1. (2) Given the reactants [CH3:1][C@H:2]([N:19]([CH2:23][CH2:24][CH3:25])[CH2:20][CH2:21][CH3:22])[C:3]([N:5]1[C:13]2[C:8](=[CH:9][C:10]([O:17][CH3:18])=[C:11]([N+:14]([O-])=O)[CH:12]=2)[CH2:7][CH2:6]1)=[O:4], predict the reaction product. The product is: [CH2:23]([N:19]([CH2:20][CH2:21][CH3:22])[C@@H:2]([CH3:1])[C:3]([N:5]1[C:13]2[C:8](=[CH:9][C:10]([O:17][CH3:18])=[C:11]([NH2:14])[CH:12]=2)[CH2:7][CH2:6]1)=[O:4])[CH2:24][CH3:25]. (3) Given the reactants CC1(C)S[C@@H]2[C@H](NC([C@H](N)C3C=CC=CC=3)=O)C(=O)[N:4]2[C@H]1C(O)=O.C[C@@H]1O[C@@H](O[C@H]2[C@H](O)[C@@H](O)[C@H](NC(N)=N)[C@@H](O)[C@@H]2NC(N)=N)[C@H]([O:49][C@@H:50]2[O:55][C@@H:54]([CH2:56]O)[C@H:53](O)[C@@H:52](O)[C@@H:51]2[NH:60]C)[C@@]1(O)C=O.C([O-])(=O)CCCCCCC/C=C\CCCCCCCC.[Na+], predict the reaction product. The product is: [NH2:60][C@H:51]([C:50]([OH:55])=[O:49])[CH2:52][CH2:53][CH2:54][CH2:56][NH2:4]. (4) The product is: [CH:1]([C@:4]1([C:17]([N:19]2[CH2:20][CH:21]=[C:22]([C:25]3[CH:26]=[N:27][CH:28]=[C:29]([C:31]([F:34])([F:33])[F:32])[CH:30]=3)[CH2:23][CH2:24]2)=[O:18])[CH2:8][CH2:7][C@@H:6]([NH2:9])[CH2:5]1)([CH3:3])[CH3:2]. Given the reactants [CH:1]([C@:4]1([C:17]([N:19]2[CH2:24][CH:23]=[C:22]([C:25]3[CH:26]=[N:27][CH:28]=[C:29]([C:31]([F:34])([F:33])[F:32])[CH:30]=3)[CH2:21][CH2:20]2)=[O:18])[CH2:8][CH2:7][C@@H:6]([NH:9]C(=O)OC(C)(C)C)[CH2:5]1)([CH3:3])[CH3:2], predict the reaction product. (5) Given the reactants [Cl:1][C:2]1[C:7]2[C:8](=[O:12])[NH:9][CH:10](O)[C:6]=2[C:5]([F:13])=[C:4]([Cl:14])[N:3]=1.ClCCl.FC(F)(F)C(O)=O.C([SiH](CC)CC)C, predict the reaction product. The product is: [Cl:1][C:2]1[C:7]2[C:8](=[O:12])[NH:9][CH2:10][C:6]=2[C:5]([F:13])=[C:4]([Cl:14])[N:3]=1.